From a dataset of Forward reaction prediction with 1.9M reactions from USPTO patents (1976-2016). Predict the product of the given reaction. Given the reactants O[CH2:2][CH:3]1[CH2:8][CH2:7][N:6]([C:9]([O:11][C:12]([CH3:15])([CH3:14])[CH3:13])=[O:10])[CH2:5][CH2:4]1.C1(P(C2C=CC=CC=2)C2C=CC=CC=2)C=CC=CC=1.N1C=CN=C1.[I:40]I, predict the reaction product. The product is: [I:40][CH2:2][CH:3]1[CH2:8][CH2:7][N:6]([C:9]([O:11][C:12]([CH3:15])([CH3:14])[CH3:13])=[O:10])[CH2:5][CH2:4]1.